This data is from Forward reaction prediction with 1.9M reactions from USPTO patents (1976-2016). The task is: Predict the product of the given reaction. (1) Given the reactants Cl.Cl.[Cl:3][C:4]1[C:5]([N:16]2[CH2:21][CH2:20][NH:19][CH2:18][CH2:17]2)=[N:6][CH:7]=[C:8]([C:10]2[O:14][N:13]=[C:12]([CH3:15])[CH:11]=2)[CH:9]=1.ClC(Cl)(Cl)C[O:25][C:26](=O)[NH:27][S:28]([C:31]1[S:32][C:33]([Cl:36])=[CH:34][CH:35]=1)(=[O:30])=[O:29].CCN(C(C)C)C(C)C.CCOC(C)=O, predict the reaction product. The product is: [Cl:3][C:4]1[C:5]([N:16]2[CH2:21][CH2:20][N:19]([C:26]([NH:27][S:28]([C:31]3[S:32][C:33]([Cl:36])=[CH:34][CH:35]=3)(=[O:30])=[O:29])=[O:25])[CH2:18][CH2:17]2)=[N:6][CH:7]=[C:8]([C:10]2[O:14][N:13]=[C:12]([CH3:15])[CH:11]=2)[CH:9]=1. (2) Given the reactants Br[C:2]1[CH:35]=[CH:34][C:33]([Cl:36])=[CH:32][C:3]=1[CH2:4][O:5][C:6]1[CH:11]=[CH:10][C:9]([C:12]2[N:16]([CH:17]3[CH2:22][CH2:21][CH2:20][CH2:19][CH2:18]3)[C:15]3[CH:23]=[CH:24][C:25]([C:27]([O:29][CH2:30][CH3:31])=[O:28])=[CH:26][C:14]=3[N:13]=2)=[CH:8][CH:7]=1.C(=O)([O-])O.[Na+].[CH:42]([Cl:45])(Cl)Cl, predict the reaction product. The product is: [Cl:45][C:42]1[CH:34]=[CH:35][C:2]([C:2]2[CH:35]=[CH:34][C:33]([Cl:36])=[CH:32][C:3]=2[CH2:4][O:5][C:6]2[CH:11]=[CH:10][C:9]([C:12]3[N:16]([CH:17]4[CH2:22][CH2:21][CH2:20][CH2:19][CH2:18]4)[C:15]4[CH:23]=[CH:24][C:25]([C:27]([O:29][CH2:30][CH3:31])=[O:28])=[CH:26][C:14]=4[N:13]=3)=[CH:8][CH:7]=2)=[CH:3][CH:4]=1. (3) The product is: [NH2:1][CH2:2][C:3]1[CH:11]=[CH:10][C:6]([CH2:7][OH:8])=[CH:5][CH:4]=1. Given the reactants [NH2:1][CH2:2][C:3]1[CH:11]=[CH:10][C:6]([C:7](O)=[O:8])=[CH:5][CH:4]=1.[H-].[Al+3].[Li+].[H-].[H-].[H-], predict the reaction product. (4) Given the reactants CS(C)=O.C(Cl)(=O)C(Cl)=O.[C:11]([C:15]1[CH:20]=[CH:19][C:18]([C:21]2[S:22][CH:23]=[C:24]([CH2:30][OH:31])[C:25]=2[O:26][CH2:27][O:28][CH3:29])=[CH:17][CH:16]=1)([CH3:14])([CH3:13])[CH3:12].C(N(CC)CC)C.[Cl-].[NH4+], predict the reaction product. The product is: [C:11]([C:15]1[CH:20]=[CH:19][C:18]([C:21]2[S:22][CH:23]=[C:24]([CH:30]=[O:31])[C:25]=2[O:26][CH2:27][O:28][CH3:29])=[CH:17][CH:16]=1)([CH3:14])([CH3:12])[CH3:13]. (5) The product is: [C:1]([N:4]1[C:13]2[C:8](=[CH:9][CH:10]=[CH:11][CH:12]=2)[C@H:7]([O:14][C:22]2[CH:23]=[CH:24][C:19]([N+:16]([O-:18])=[O:17])=[CH:20][CH:21]=2)[CH2:6][C@@H:5]1[CH3:15])(=[O:3])[CH3:2]. Given the reactants [C:1]([N:4]1[C:13]2[C:8](=[CH:9][CH:10]=[CH:11][CH:12]=2)[C@@H:7]([OH:14])[CH2:6][C@@H:5]1[CH3:15])(=[O:3])[CH3:2].[N+:16]([C:19]1[CH:24]=[CH:23][C:22](O)=[CH:21][CH:20]=1)([O-:18])=[O:17], predict the reaction product. (6) Given the reactants [CH2:1]1[C:5]2([CH2:10][CH2:9][N:8](C(OC(C)(C)C)=O)[CH2:7][CH2:6]2)[CH2:4][CH2:3][NH:2]1.Cl.Cl[C:20]1[CH:25]=[CH:24][N:23]=[CH:22][CH:21]=1.C(=O)([O-])N.Cl, predict the reaction product. The product is: [N:23]1[CH:24]=[CH:25][C:20]([N:2]2[CH2:3][CH2:4][C:5]3([CH2:6][CH2:7][NH:8][CH2:9][CH2:10]3)[CH2:1]2)=[CH:21][CH:22]=1. (7) The product is: [NH:33]1[C:37]2[CH:38]=[CH:39][CH:40]=[CH:41][C:36]=2[N:35]=[C:34]1[CH2:42][C:43]([NH:1][C:2]1[CH:31]=[CH:30][C:5]([O:6][C:7]2[CH:12]=[CH:11][N:10]=[C:9]3[CH:13]=[C:14]([C:16]4[CH:17]=[CH:18][C:19]([C:22]([N:24]5[CH2:25][CH2:26][O:27][CH2:28][CH2:29]5)=[O:23])=[CH:20][CH:21]=4)[S:15][C:8]=23)=[C:4]([F:32])[CH:3]=1)=[O:44]. Given the reactants [NH2:1][C:2]1[CH:31]=[CH:30][C:5]([O:6][C:7]2[CH:12]=[CH:11][N:10]=[C:9]3[CH:13]=[C:14]([C:16]4[CH:21]=[CH:20][C:19]([C:22]([N:24]5[CH2:29][CH2:28][O:27][CH2:26][CH2:25]5)=[O:23])=[CH:18][CH:17]=4)[S:15][C:8]=23)=[C:4]([F:32])[CH:3]=1.[NH:33]1[C:37]2[CH:38]=[CH:39][CH:40]=[CH:41][C:36]=2[N:35]=[C:34]1[CH2:42][C:43](O)=[O:44], predict the reaction product.